From a dataset of Peptide-MHC class II binding affinity with 134,281 pairs from IEDB. Regression. Given a peptide amino acid sequence and an MHC pseudo amino acid sequence, predict their binding affinity value. This is MHC class II binding data. (1) The peptide sequence is KGSNPNYLALLVKFV. The MHC is HLA-DPA10301-DPB10402 with pseudo-sequence HLA-DPA10301-DPB10402. The binding affinity (normalized) is 0.352. (2) The peptide sequence is EWEFVNTPPLVKLWY. The MHC is HLA-DPA10201-DPB10501 with pseudo-sequence HLA-DPA10201-DPB10501. The binding affinity (normalized) is 0.266. (3) The peptide sequence is DYHWLRTVRTTKESL. The MHC is DRB1_1501 with pseudo-sequence DRB1_1501. The binding affinity (normalized) is 0.329. (4) The peptide sequence is IGLVTQTINDFYFVI. The MHC is HLA-DPA10201-DPB10101 with pseudo-sequence HLA-DPA10201-DPB10101. The binding affinity (normalized) is 0.473.